Task: Predict the reactants needed to synthesize the given product.. Dataset: Full USPTO retrosynthesis dataset with 1.9M reactions from patents (1976-2016) (1) Given the product [NH:2]1[CH:3]=[C:4]([C:6]2[CH:22]=[CH:21][C:9]3[C:10]4[N:11]=[C:12]([C:18]([N:26]5[CH2:27][CH2:28][N:23]([C:29]6[CH:34]=[N:33][CH:32]=[CH:31][N:30]=6)[CH2:24][CH2:25]5)=[O:19])[S:13][C:14]=4[CH2:15][CH2:16][O:17][C:8]=3[CH:7]=2)[CH:5]=[N:1]1, predict the reactants needed to synthesize it. The reactants are: [NH:1]1[CH:5]=[C:4]([C:6]2[CH:22]=[CH:21][C:9]3[C:10]4[N:11]=[C:12]([C:18](O)=[O:19])[S:13][C:14]=4[CH2:15][CH2:16][O:17][C:8]=3[CH:7]=2)[CH:3]=[N:2]1.[N:23]1([C:29]2[CH:34]=[N:33][CH:32]=[CH:31][N:30]=2)[CH2:28][CH2:27][NH:26][CH2:25][CH2:24]1. (2) Given the product [F:48][C:44]1([F:47])[CH2:45][CH2:46][CH:41]([C@H:13]([NH:12][C:10](=[O:11])[C@H:9]([CH3:49])[NH:7][CH3:6])[C:14]([N:16]2[C@H:21]([C:22]([NH:23][C@H:24]3[C:33]4[C:28](=[CH:29][CH:30]=[CH:31][CH:32]=4)[O:27][CH2:26][CH2:25]3)=[O:34])[CH2:20][N:19]3[CH2:35][C@H:36]([O:38][CH2:39][CH3:40])[CH2:37][C@@H:18]3[CH2:17]2)=[O:15])[CH2:42][CH2:43]1, predict the reactants needed to synthesize it. The reactants are: C(O[C:6](=O)[N:7]([C@@H:9]([CH3:49])[C:10]([NH:12][C@@H:13]([CH:41]1[CH2:46][CH2:45][C:44]([F:48])([F:47])[CH2:43][CH2:42]1)[C:14]([N:16]1[C@H:21]([C:22](=[O:34])[NH:23][C@H:24]2[C:33]3[C:28](=[CH:29][CH:30]=[CH:31][CH:32]=3)[O:27][CH2:26][CH2:25]2)[CH2:20][N:19]2[CH2:35][C@H:36]([O:38][CH2:39][CH3:40])[CH2:37][C@@H:18]2[CH2:17]1)=[O:15])=[O:11])C)(C)(C)C.Cl.[OH-].[Na+].